From a dataset of Full USPTO retrosynthesis dataset with 1.9M reactions from patents (1976-2016). Predict the reactants needed to synthesize the given product. (1) Given the product [Cl:1][C:2]1[CH:7]=[C:6]([Cl:8])[CH:5]=[CH:4][C:3]=1[C:9]1[C:28](=[O:29])[N:27]([CH3:30])[C:12]2[N:13]([CH3:26])[C:14]3[C:19]([C:11]=2[CH:10]=1)=[CH:18][C:17]([C:20]1[CH:24]=[CH:23][N:22]([CH2:32][CH2:33][O:34][CH:35]2[CH2:40][CH2:39][CH2:38][CH2:37][O:36]2)[N:21]=1)=[CH:16][CH:15]=3, predict the reactants needed to synthesize it. The reactants are: [Cl:1][C:2]1[CH:7]=[C:6]([Cl:8])[CH:5]=[CH:4][C:3]=1[C:9]1[C:28](=[O:29])[N:27]([CH3:30])[C:12]2[N:13]([CH3:26])[C:14]3[C:19]([C:11]=2[CH:10]=1)=[CH:18][C:17]([C:20]1[NH:21][N:22]=[C:23](C)[CH:24]=1)=[CH:16][CH:15]=3.Br[CH2:32][CH2:33][O:34][CH:35]1[CH2:40][CH2:39][CH2:38][CH2:37][O:36]1. (2) Given the product [NH:13]1[C:12]2[CH:14]=[CH:15][CH:16]=[CH:17][C:11]=2[N:72]=[C:9]1[CH:8]([O:18][CH:19]1[CH2:24][CH2:23][N:22]([CH3:25])[CH2:21][CH2:20]1)[C:4]1[CH:3]=[C:2]([CH:7]=[CH:6][CH:5]=1)[C:27]#[N:28], predict the reactants needed to synthesize it. The reactants are: Br[C:2]1[CH:3]=[C:4]([CH:8]([O:18][CH:19]2[CH2:24][CH2:23][N:22]([CH3:25])[CH2:21][CH2:20]2)[C:9]2S[C:11]3[CH:17]=[CH:16][CH:15]=[CH:14][C:12]=3[N:13]=2)[CH:5]=[CH:6][CH:7]=1.[Cu][C:27]#[N:28].CC1(C)C2C(=C(P(C3C=CC=CC=3)C3C=CC=CC=3)C=CC=2)OC2C(P(C3C=CC=CC=3)C3C=CC=CC=3)=CC=CC1=2.C[N:72](C)C=O. (3) Given the product [CH2:4]([O:6][C:7]([C:9]1[N:10]([CH3:22])[C:11]2[C:16]([C:17]=1[Cl:18])=[CH:15][C:14]([NH2:19])=[CH:13][CH:12]=2)=[O:8])[CH3:5], predict the reactants needed to synthesize it. The reactants are: O.NN.[CH2:4]([O:6][C:7]([C:9]1[N:10]([CH3:22])[C:11]2[C:16]([C:17]=1[Cl:18])=[CH:15][C:14]([N+:19]([O-])=O)=[CH:13][CH:12]=2)=[O:8])[CH3:5]. (4) Given the product [NH2:1][C:2]1[N:10]=[CH:9][C:8]([C:18]#[N:14])=[CH:7][C:3]=1[C:4]([NH:46][CH2:48][C:30]1[CH:31]=[CH:32][C:33]([F:38])=[CH:34][CH:35]=1)=[O:6], predict the reactants needed to synthesize it. The reactants are: [NH2:1][C:2]1[N:10]=[CH:9][C:8](Br)=[CH:7][C:3]=1[C:4]([OH:6])=O.CC[N:14]([CH:18](C)C)C(C)C.CN(C(ON1N=N[C:31]2[CH:32]=[CH:33][CH:34]=[CH:35][C:30]1=2)=[N+](C)C)C.[F:38][P-](F)(F)(F)(F)F.C[N:46]([CH:48]=O)C.